This data is from CYP2C19 inhibition data for predicting drug metabolism from PubChem BioAssay. The task is: Regression/Classification. Given a drug SMILES string, predict its absorption, distribution, metabolism, or excretion properties. Task type varies by dataset: regression for continuous measurements (e.g., permeability, clearance, half-life) or binary classification for categorical outcomes (e.g., BBB penetration, CYP inhibition). Dataset: cyp2c19_veith. (1) The result is 0 (non-inhibitor). The compound is COc1ccc(C(=O)N2CCC3(CCCN(Cc4nccs4)C3)CC2)cc1. (2) The drug is COc1ccc2cc(C(=O)Nc3ccc(F)cc3)sc(=O)c2c1OC. The result is 0 (non-inhibitor). (3) The molecule is CN(C)c1ccc(-c2cncnc2NCCc2cnc[nH]2)cc1. The result is 1 (inhibitor). (4) The compound is CCOC(=O)CCN1C(=O)[C@H]2CC[C@H]3/C(=N\OCC(C)C)C[C@@H](O)[C@@H](O)[C@@H]3[C@@H]2C1=O. The result is 0 (non-inhibitor).